From a dataset of Peptide-MHC class I binding affinity with 185,985 pairs from IEDB/IMGT. Regression. Given a peptide amino acid sequence and an MHC pseudo amino acid sequence, predict their binding affinity value. This is MHC class I binding data. (1) The peptide sequence is VVSTGYHFR. The binding affinity (normalized) is 0.952. The MHC is HLA-A31:01 with pseudo-sequence HLA-A31:01. (2) The peptide sequence is ERWFVRNPF. The MHC is HLA-A02:16 with pseudo-sequence HLA-A02:16. The binding affinity (normalized) is 0.0847. (3) The peptide sequence is RIYKTIKQY. The MHC is HLA-B08:01 with pseudo-sequence HLA-B08:01. The binding affinity (normalized) is 0.0847. (4) The peptide sequence is VIPDGYRF. The MHC is Mamu-A01 with pseudo-sequence Mamu-A01. The binding affinity (normalized) is 0.470. (5) The binding affinity (normalized) is 0.0847. The peptide sequence is HQIWLALRY. The MHC is HLA-A23:01 with pseudo-sequence HLA-A23:01. (6) The peptide sequence is YRFRFRSVY. The MHC is HLA-B57:01 with pseudo-sequence HLA-B57:01. The binding affinity (normalized) is 0.0847. (7) The peptide sequence is SQIITLTAF. The MHC is HLA-A32:01 with pseudo-sequence HLA-A32:01. The binding affinity (normalized) is 0.345. (8) The peptide sequence is CYDLMSFLE. The MHC is HLA-A30:01 with pseudo-sequence HLA-A30:01. The binding affinity (normalized) is 0.0847. (9) The peptide sequence is HLLCQAFSV. The MHC is HLA-B27:03 with pseudo-sequence HLA-B27:03. The binding affinity (normalized) is 0.0847. (10) The peptide sequence is EYAPFARLL. The MHC is HLA-B51:01 with pseudo-sequence HLA-B51:01. The binding affinity (normalized) is 0.0847.